This data is from Full USPTO retrosynthesis dataset with 1.9M reactions from patents (1976-2016). The task is: Predict the reactants needed to synthesize the given product. (1) The reactants are: [CH3:1][O:2][C:3]1[CH:8]=[CH:7][C:6]([C@@H:9]2[C@@H:14]([O:15][CH2:16][C:17]3[CH:18]=[CH:19][C:20]4[O:25][CH2:24][CH2:23][N:22]([CH2:26][CH2:27][CH2:28][O:29][CH3:30])[C:21]=4[CH:31]=3)[CH2:13][N:12]([S:32]([C:35]3[CH:40]=[CH:39][C:38]([CH3:41])=[CH:37][CH:36]=3)(=[O:34])=[O:33])[C@@H:11]([CH2:42][C:43]([OH:45])=[O:44])[CH2:10]2)=[CH:5][CH:4]=1.[N+](=[CH2:48])=[N-].S([O-])([O-])(=O)=O.[Mg+2]. Given the product [CH3:48][O:44][C:43](=[O:45])[CH2:42][C@H:11]1[CH2:10][C@H:9]([C:6]2[CH:5]=[CH:4][C:3]([O:2][CH3:1])=[CH:8][CH:7]=2)[C@@H:14]([O:15][CH2:16][C:17]2[CH:18]=[CH:19][C:20]3[O:25][CH2:24][CH2:23][N:22]([CH2:26][CH2:27][CH2:28][O:29][CH3:30])[C:21]=3[CH:31]=2)[CH2:13][N:12]1[S:32]([C:35]1[CH:40]=[CH:39][C:38]([CH3:41])=[CH:37][CH:36]=1)(=[O:33])=[O:34], predict the reactants needed to synthesize it. (2) The reactants are: [B:1]([C:4]1[CH:12]=[CH:11][C:7]([C:8]([OH:10])=O)=[C:6]([F:13])[CH:5]=1)([OH:3])[OH:2].C(N(CC)C(C)C)(C)C.F[P-](F)(F)(F)(F)F.N1(OC(N(C)C)=[N+](C)C)C2N=CC=CC=2N=N1.Cl.[F:48][C:49]1([F:54])[CH2:53][CH2:52][NH:51][CH2:50]1.Cl. Given the product [F:48][C:49]1([F:54])[CH2:53][CH2:52][N:51]([C:8]([C:7]2[CH:11]=[CH:12][C:4]([B:1]([OH:2])[OH:3])=[CH:5][C:6]=2[F:13])=[O:10])[CH2:50]1, predict the reactants needed to synthesize it. (3) The reactants are: C(N(CC)CC)C.Cl.[NH2:9][CH2:10][C:11]1[CH:19]=[CH:18][CH:17]=[C:16]2[C:12]=1[CH2:13][N:14]([CH:21]1[CH2:26][CH2:25][C:24](=[O:27])[NH:23][C:22]1=[O:28])[C:15]2=[O:20].Cl.[N:30]1[CH:35]=[CH:34][CH:33]=[CH:32][C:31]=1[C:36](Cl)=[O:37]. Given the product [O:28]=[C:22]1[CH:21]([N:14]2[CH2:13][C:12]3[C:16](=[CH:17][CH:18]=[CH:19][C:11]=3[CH2:10][NH:9][C:36]([C:31]3[CH:32]=[CH:33][CH:34]=[CH:35][N:30]=3)=[O:37])[C:15]2=[O:20])[CH2:26][CH2:25][C:24](=[O:27])[NH:23]1, predict the reactants needed to synthesize it. (4) Given the product [CH3:2][CH2:1][O:3][C:4]([CH:6]1[CH2:11][N:10]([C:23]([O:25][C:26]([CH3:29])([CH3:28])[CH3:27])=[O:24])[C:9]2[CH:12]=[C:13]([Cl:22])[C:14]([N+:19]([O-:21])=[O:20])=[C:15]([N+:16]([O-:18])=[O:17])[C:8]=2[O:7]1)=[O:5], predict the reactants needed to synthesize it. The reactants are: [CH2:1]([O:3][C:4]([CH:6]1[CH2:11][NH:10][C:9]2[CH:12]=[C:13]([Cl:22])[C:14]([N+:19]([O-:21])=[O:20])=[C:15]([N+:16]([O-:18])=[O:17])[C:8]=2[O:7]1)=[O:5])[CH3:2].[C:23](O[C:23]([O:25][C:26]([CH3:29])([CH3:28])[CH3:27])=[O:24])([O:25][C:26]([CH3:29])([CH3:28])[CH3:27])=[O:24]. (5) Given the product [NH2:1][C:2]1[CH:7]=[CH:6][CH:5]=[C:4]([F:8])[C:3]=1[CH:9]=[O:10], predict the reactants needed to synthesize it. The reactants are: [NH2:1][C:2]1[CH:7]=[CH:6][CH:5]=[C:4]([F:8])[C:3]=1[CH2:9][OH:10].[Cr](O[Cr]([O-])(=O)=O)([O-])(=O)=O.[NH+]1C=CC=CC=1.[NH+]1C=CC=CC=1. (6) Given the product [CH2:13]([O:4][CH2:3][CH2:2][CH2:1][OH:5])[C:14]1[CH:19]=[CH:18][CH:17]=[CH:16][CH:15]=1, predict the reactants needed to synthesize it. The reactants are: [CH2:1]([OH:5])[CH2:2][CH2:3][OH:4].CN(C=O)C.[H-].[Na+].[CH2:13](Cl)[C:14]1[CH:19]=[CH:18][CH:17]=[CH:16][CH:15]=1. (7) Given the product [C:1]([O:4][C@H:5]1[CH2:22][CH2:21][C@@:20]2([CH3:23])[C@@H:7]([CH2:8][CH2:9][C@:10]3([CH3:34])[C@@H:19]2[CH2:18][CH2:17][C@H:16]2[C@@:11]3([CH3:33])[CH2:12][CH2:13][C@@:14]3([C:30](=[O:31])[NH:43][C@H:44]4[CH2:47][C@@H:46]([C:48]([N:50]5[CH2:55][CH2:54][O:53][CH2:52][CH2:51]5)=[O:49])[C:45]4([CH3:57])[CH3:56])[CH2:26][CH2:25][C@@H:24]([C:27]([CH3:29])=[CH2:28])[C@@H:15]32)[C:6]1([CH3:36])[CH3:35])(=[O:3])[CH3:2], predict the reactants needed to synthesize it. The reactants are: [C:1]([O:4][C@H:5]1[CH2:22][CH2:21][C@@:20]2([CH3:23])[C@@H:7]([CH2:8][CH2:9][C@:10]3([CH3:34])[C@@H:19]2[CH2:18][CH2:17][C@H:16]2[C@@:11]3([CH3:33])[CH2:12][CH2:13][C@@:14]3([C:30](O)=[O:31])[CH2:26][CH2:25][C@@H:24]([C:27]([CH3:29])=[CH2:28])[C@@H:15]32)[C:6]1([CH3:36])[CH3:35])(=[O:3])[CH3:2].C(Cl)(C(Cl)=O)=O.[NH2:43][C@H:44]1[CH2:47][C@@H:46]([C:48]([N:50]2[CH2:55][CH2:54][O:53][CH2:52][CH2:51]2)=[O:49])[C:45]1([CH3:57])[CH3:56].CCN(CC)CC. (8) The reactants are: Cl.[NH2:2][CH2:3][CH2:4][C:5]([NH:7][C:8]1[CH:16]=[CH:15][CH:14]=[C:13]2[C:9]=1[CH2:10][N:11]([CH:18]1[CH2:23][CH2:22][C:21](=[O:24])[NH:20][C:19]1=[O:25])[C:12]2=[O:17])=[O:6].[C:26](O)(=[O:48])[CH2:27][CH2:28]/[CH:29]=[CH:30]\[CH2:31]/[CH:32]=[CH:33]\[CH2:34]/[CH:35]=[CH:36]\[CH2:37]/[CH:38]=[CH:39]\[CH2:40]/[CH:41]=[CH:42]\[CH2:43]/[CH:44]=[CH:45]\[CH2:46][CH3:47].CN(C(ON1N=NC2C=CC=NC1=2)=[N+](C)C)C.F[P-](F)(F)(F)(F)F.CCN(C(C)C)C(C)C. Given the product [O:25]=[C:19]1[CH:18]([N:11]2[CH2:10][C:9]3[C:13](=[CH:14][CH:15]=[CH:16][C:8]=3[NH:7][C:5](=[O:6])[CH2:4][CH2:3][NH:2][C:26](=[O:48])[CH2:27][CH2:28]/[CH:29]=[CH:30]\[CH2:31]/[CH:32]=[CH:33]\[CH2:34]/[CH:35]=[CH:36]\[CH2:37]/[CH:38]=[CH:39]\[CH2:40]/[CH:41]=[CH:42]\[CH2:43]/[CH:44]=[CH:45]\[CH2:46][CH3:47])[C:12]2=[O:17])[CH2:23][CH2:22][C:21](=[O:24])[NH:20]1, predict the reactants needed to synthesize it.